From a dataset of Forward reaction prediction with 1.9M reactions from USPTO patents (1976-2016). Predict the product of the given reaction. (1) Given the reactants [N+](C1C=CC(O[C:11](=[O:38])[NH:12][C:13]2[CH:18]=[CH:17][C:16]([C:19]3[CH2:23][CH2:22][N:21]([C:24](=[O:37])[CH2:25][C:26]4[CH:31]=[C:30]([O:32][CH3:33])[C:29]([O:34][CH3:35])=[CH:28][C:27]=4[Cl:36])[N:20]=3)=[CH:15][CH:14]=2)=CC=1)([O-])=O.[NH3:39].CO.C(Cl)Cl, predict the reaction product. The product is: [Cl:36][C:27]1[CH:28]=[C:29]([O:34][CH3:35])[C:30]([O:32][CH3:33])=[CH:31][C:26]=1[CH2:25][C:24]([N:21]1[CH2:22][CH2:23][C:19]([C:16]2[CH:15]=[CH:14][C:13]([NH:12][C:11]([NH2:39])=[O:38])=[CH:18][CH:17]=2)=[N:20]1)=[O:37]. (2) Given the reactants [CH2:1]([NH:7][S:8]([C:11]1[C:16]([Cl:17])=[CH:15][CH:14]=[C:13]([N+:18]([O-:20])=[O:19])[C:12]=1Cl)(=[O:10])=[O:9])[C@H:2]1[O:6][CH2:5][CH2:4][CH2:3]1.[H-].[Na+].[OH2:24], predict the reaction product. The product is: [CH2:1]([NH:7][S:8]([C:11]1[C:16]([Cl:17])=[CH:15][CH:14]=[C:13]([N+:18]([O-:20])=[O:19])[C:12]=1[OH:24])(=[O:10])=[O:9])[C@H:2]1[O:6][CH2:5][CH2:4][CH2:3]1.